This data is from Forward reaction prediction with 1.9M reactions from USPTO patents (1976-2016). The task is: Predict the product of the given reaction. (1) The product is: [CH3:20][C:7]1[N:8]([C:14]2[CH:19]=[CH:18][CH:17]=[CH:16][CH:15]=2)[C:9](=[O:13])[CH:10]=[C:11]([CH3:12])[C:6]=1[C:4]([OH:5])=[O:3]. Given the reactants C([O:3][C:4]([C:6]1[C:11]([CH3:12])=[CH:10][C:9](=[O:13])[N:8]([C:14]2[CH:19]=[CH:18][CH:17]=[CH:16][CH:15]=2)[C:7]=1[CH3:20])=[O:5])C, predict the reaction product. (2) Given the reactants C[O:2][C:3](=[O:30])[C:4]1[CH:9]=[CH:8][CH:7]=[C:6]([CH2:10][N:11]([CH2:23][C:24]2[CH:29]=[CH:28][CH:27]=[CH:26][CH:25]=2)[C:12]([NH:14][C:15]2[CH:20]=[CH:19][C:18]([C:21]#[N:22])=[CH:17][CH:16]=2)=[O:13])[CH:5]=1.[OH-].[Na+], predict the reaction product. The product is: [CH2:23]([N:11]([CH2:10][C:6]1[CH:5]=[C:4]([CH:9]=[CH:8][CH:7]=1)[C:3]([OH:30])=[O:2])[C:12]([NH:14][C:15]1[CH:20]=[CH:19][C:18]([C:21]#[N:22])=[CH:17][CH:16]=1)=[O:13])[C:24]1[CH:25]=[CH:26][CH:27]=[CH:28][CH:29]=1. (3) Given the reactants [CH3:1][O:2][C:3]([C:5]1[CH:6]=[CH:7][C:8]2[S:12][C:11]([NH:13][CH:14]3[CH2:19][CH2:18][NH:17][CH2:16][CH2:15]3)=[N:10][C:9]=2[CH:20]=1)=[O:4].[CH2:21]([O:23][C:24]1[CH:29]=[C:28]([CH:30]=O)[CH:27]=[C:26]([O:32][CH2:33][CH3:34])[C:25]=1[C:35]1[CH:40]=[CH:39][C:38]([F:41])=[CH:37][CH:36]=1)[CH3:22].C([BH3-])#N.[Na+].C(N(C(C)C)C(C)C)C, predict the reaction product. The product is: [CH3:1][O:2][C:3]([C:5]1[CH:6]=[CH:7][C:8]2[S:12][C:11]([NH:13][CH:14]3[CH2:15][CH2:16][N:17]([CH2:30][C:28]4[CH:27]=[C:26]([O:32][CH2:33][CH3:34])[C:25]([C:35]5[CH:40]=[CH:39][C:38]([F:41])=[CH:37][CH:36]=5)=[C:24]([O:23][CH2:21][CH3:22])[CH:29]=4)[CH2:18][CH2:19]3)=[N:10][C:9]=2[CH:20]=1)=[O:4]. (4) Given the reactants [Br:1][C:2]1[CH:30]=[CH:29][C:28]([F:31])=[CH:27][C:3]=1[O:4][CH:5]1[CH2:10][CH2:9][N:8]([C:11]2[N:15]=[C:14]([C:16]3[CH:17]=[N:18][N:19]([CH2:21][C:22]([O:24]CC)=[O:23])[CH:20]=3)[O:13][N:12]=2)[CH2:7][CH2:6]1.[OH-].[Na+], predict the reaction product. The product is: [Br:1][C:2]1[CH:30]=[CH:29][C:28]([F:31])=[CH:27][C:3]=1[O:4][CH:5]1[CH2:10][CH2:9][N:8]([C:11]2[N:15]=[C:14]([C:16]3[CH:17]=[N:18][N:19]([CH2:21][C:22]([OH:24])=[O:23])[CH:20]=3)[O:13][N:12]=2)[CH2:7][CH2:6]1. (5) Given the reactants [CH2:1]([O:8][C:9]([N:11]1[CH2:16][CH2:15][NH:14][CH2:13][CH2:12]1)=[O:10])[C:2]1[CH:7]=[CH:6][CH:5]=[CH:4][CH:3]=1.[NH2:17][C:18]1[NH:19][C:20](=O)[C:21]2[N:27]=[C:26]([C:28]3[CH:33]=[CH:32][C:31]([F:34])=[CH:30][CH:29]=3)[CH:25]=[CH:24][C:22]=2[N:23]=1, predict the reaction product. The product is: [NH2:17][C:18]1[N:19]=[C:20]([N:14]2[CH2:15][CH2:16][N:11]([C:9]([O:8][CH2:1][C:2]3[CH:7]=[CH:6][CH:5]=[CH:4][CH:3]=3)=[O:10])[CH2:12][CH2:13]2)[C:21]2[N:27]=[C:26]([C:28]3[CH:33]=[CH:32][C:31]([F:34])=[CH:30][CH:29]=3)[CH:25]=[CH:24][C:22]=2[N:23]=1. (6) Given the reactants [F:1][C:2]1[CH:3]=[C:4]2[C:8](=[CH:9][CH:10]=1)[N:7]([CH2:11][C:12]1[C:21]3[C:16](=[CH:17][CH:18]=[CH:19][CH:20]=3)[CH:15]=[CH:14][CH:13]=1)[C:6]1[C:22](=[O:27])[O:23][C:24](=[O:26])[CH2:25][C:5]2=1.[CH2:28]([NH:30][CH2:31][CH3:32])[CH3:29], predict the reaction product. The product is: [CH2:28]([N:30]([CH2:31][CH3:32])[C:24]([CH2:25][C:5]1[C:4]2[C:8](=[CH:9][CH:10]=[C:2]([F:1])[CH:3]=2)[N:7]([CH2:11][C:12]2[C:21]3[C:16](=[CH:17][CH:18]=[CH:19][CH:20]=3)[CH:15]=[CH:14][CH:13]=2)[C:6]=1[C:22]([OH:23])=[O:27])=[O:26])[CH3:29]. (7) The product is: [CH2:1]([C:3]1[C:7]([S:8][C:9]2[CH:14]=[CH:13][C:12]([F:15])=[CH:11][CH:10]=2)=[C:6]([CH2:16][CH3:17])[N:5]([CH2:18][C:19]([NH2:22])([CH3:20])[CH3:21])[N:4]=1)[CH3:2]. Given the reactants [CH2:1]([C:3]1[C:7]([S:8][C:9]2[CH:14]=[CH:13][C:12]([F:15])=[CH:11][CH:10]=2)=[C:6]([CH2:16][CH3:17])[N:5]([CH2:18][C:19]([NH:22]S(C2C=CC([N+]([O-])=O)=CC=2)(=O)=O)([CH3:21])[CH3:20])[N:4]=1)[CH3:2].C1(S)C=CC=CC=1.C(=O)([O-])[O-].[K+].[K+].C(#N)C, predict the reaction product. (8) Given the reactants [CH3:1][O:2]N.Cl.C(Cl)Cl.[BH3-][C:9]#[N:10].[Na+].Cl.N1[CH:18]=[CH:17][CH:16]=[CH:15][CH:14]=1, predict the reaction product. The product is: [CH3:1][O:2][NH:10][CH2:9][C:14]1[CH:18]=[CH:17][C:16]2[C:16](=[CH:17][CH:18]=[CH:14][CH:15]=2)[CH:15]=1. (9) Given the reactants [NH2:1][CH2:2][CH2:3][CH2:4][CH2:5][N:6]1[C:18]2[C:17]3[CH:16]=[CH:15][CH:14]=[CH:13][C:12]=3[N:11]=[C:10]([NH2:19])[C:9]=2[N:8]=[CH:7]1.[CH3:20][O:21][C:22]1[N:30]=[C:29]([O:31][CH3:32])[CH:28]=[CH:27][C:23]=1[C:24](Cl)=[O:25], predict the reaction product. The product is: [NH2:19][C:10]1[C:9]2[N:8]=[CH:7][N:6]([CH2:5][CH2:4][CH2:3][CH2:2][NH:1][C:24](=[O:25])[C:23]3[CH:27]=[CH:28][C:29]([O:31][CH3:32])=[N:30][C:22]=3[O:21][CH3:20])[C:18]=2[C:17]2[CH:16]=[CH:15][CH:14]=[CH:13][C:12]=2[N:11]=1.